This data is from Reaction yield outcomes from USPTO patents with 853,638 reactions. The task is: Predict the reaction yield, written as a fraction of the theoretical maximum amount of product (1.0 means a 100% yield; for example, 0.34 means a 34% yield). (1) The reactants are [CH3:1][N:2]1[CH2:8][CH2:7][CH2:6][N:5]([CH:9]2[CH2:14][CH2:13][N:12](CC3C=CC=CC=3)[CH2:11][CH2:10]2)[CH2:4][CH2:3]1. The catalyst is [OH-].[OH-].[Pd+2]. The product is [CH3:1][N:2]1[CH2:8][CH2:7][CH2:6][N:5]([CH:9]2[CH2:14][CH2:13][NH:12][CH2:11][CH2:10]2)[CH2:4][CH2:3]1. The yield is 1.00. (2) The reactants are [NH2:1][C:2]1[N:7]=[CH:6][C:5]([N:8]2[CH2:13][CH2:12][N:11]([C:14]([O:16][C:17]([CH3:20])([CH3:19])[CH3:18])=[O:15])[CH2:10][C@@H:9]2[CH3:21])=[CH:4][CH:3]=1.Br[C:23]1[C:24]([O:30][CH3:31])=[N:25][CH:26]=[C:27]([Cl:29])[CH:28]=1.CC1(C)C2C(=C(P(C3C=CC=CC=3)C3C=CC=CC=3)C=CC=2)OC2C(P(C3C=CC=CC=3)C3C=CC=CC=3)=CC=CC1=2.C(=O)([O-])[O-].[Cs+].[Cs+]. The catalyst is C1C=CC(/C=C/C(/C=C/C2C=CC=CC=2)=O)=CC=1.C1C=CC(/C=C/C(/C=C/C2C=CC=CC=2)=O)=CC=1.C1C=CC(/C=C/C(/C=C/C2C=CC=CC=2)=O)=CC=1.[Pd].[Pd].O1CCOCC1. The product is [Cl:29][C:27]1[CH:28]=[C:23]([NH:1][C:2]2[N:7]=[CH:6][C:5]([N:8]3[CH2:13][CH2:12][N:11]([C:14]([O:16][C:17]([CH3:20])([CH3:19])[CH3:18])=[O:15])[CH2:10][C@@H:9]3[CH3:21])=[CH:4][CH:3]=2)[C:24]([O:30][CH3:31])=[N:25][CH:26]=1. The yield is 0.570.